This data is from Reaction yield outcomes from USPTO patents with 853,638 reactions. The task is: Predict the reaction yield, written as a fraction of the theoretical maximum amount of product (1.0 means a 100% yield; for example, 0.34 means a 34% yield). (1) The reactants are [NH:1]1[C:9]2[CH2:8][CH2:7][NH:6][CH2:5][C:4]=2[N:3]=[N:2]1.C(N(CC)C(C)C)(C)C.Cl[C:20]([N:22]1[CH2:25][C:24]2([CH2:30][CH2:29][N:28]([C:31]([O:33][C:34]([CH3:37])([CH3:36])[CH3:35])=[O:32])[CH2:27][CH2:26]2)[CH2:23]1)=[O:21]. The catalyst is CN(C)C=O.ClCCl. The product is [NH:1]1[C:9]2[CH2:8][CH2:7][N:6]([C:20]([N:22]3[CH2:23][C:24]4([CH2:30][CH2:29][N:28]([C:31]([O:33][C:34]([CH3:37])([CH3:36])[CH3:35])=[O:32])[CH2:27][CH2:26]4)[CH2:25]3)=[O:21])[CH2:5][C:4]=2[N:3]=[N:2]1. The yield is 0.560. (2) The reactants are [H-].[Na+].[CH2:3]([O:5][C:6]([C:8]1([CH2:13][OH:14])[CH2:12][CH2:11][CH2:10][CH2:9]1)=[O:7])[CH3:4].I[CH3:16]. The catalyst is C1COCC1. The product is [CH2:3]([O:5][C:6]([C:8]1([CH2:13][O:14][CH3:16])[CH2:12][CH2:11][CH2:10][CH2:9]1)=[O:7])[CH3:4]. The yield is 0.740. (3) The reactants are [C:1]([NH:5][S:6]([CH2:9][CH2:10][CH2:11]Cl)(=[O:8])=[O:7])([CH3:4])([CH3:3])[CH3:2].[Li]CCCC. The catalyst is C1COCC1. The product is [C:1]([NH:5][S:6]([CH:9]1[CH2:11][CH2:10]1)(=[O:8])=[O:7])([CH3:4])([CH3:3])[CH3:2]. The yield is 0.560. (4) The reactants are [CH2:1]([O:3][C:4](=[O:15])[CH2:5][C:6]1[CH:11]=C[C:9](F)=[C:8](C#N)[CH:7]=1)[CH3:2].[C:16]([NH:19][OH:20])(=O)[CH3:17].C(=O)([O-])[O-].[K+].[K+].C[N:28](C=O)C. The catalyst is O. The product is [CH2:1]([O:3][C:4](=[O:15])[CH2:5][C:6]1[CH:7]=[CH:8][C:9]2[O:20][N:19]=[C:16]([NH2:28])[C:17]=2[CH:11]=1)[CH3:2]. The yield is 0.590. (5) The yield is 0.706. The reactants are [F:1][C:2]1[C:3]([CH3:26])=[C:4]([C:8]2[NH:9][C:10]3[C:15]([CH:16]=2)=[CH:14][C:13](B2OC(C)(C)C(C)(C)O2)=[CH:12][CH:11]=3)[CH:5]=[N:6][CH:7]=1.Br[C:28]1[C:29]([CH3:38])=[CH:30][C:31]([S:34]([CH3:37])(=[O:36])=[O:35])=[N:32][CH:33]=1.C(=O)([O-])[O-].[K+].[K+]. The product is [F:1][C:2]1[C:3]([CH3:26])=[C:4]([C:8]2[NH:9][C:10]3[C:15]([CH:16]=2)=[CH:14][C:13]([C:28]2[CH:33]=[N:32][C:31]([S:34]([CH3:37])(=[O:35])=[O:36])=[CH:30][C:29]=2[CH3:38])=[CH:12][CH:11]=3)[CH:5]=[N:6][CH:7]=1. The catalyst is O1CCOCC1.C1C=CC(P(C2C=CC=CC=2)[C-]2C=CC=C2)=CC=1.C1C=CC(P(C2C=CC=CC=2)[C-]2C=CC=C2)=CC=1.Cl[Pd]Cl.[Fe+2]. (6) The reactants are CN(C)C=O.Cl[CH2:7][CH2:8][O:9][C:10]1[CH:19]=[C:18]2[C:13]([C:14]([O:20][C:21]3[C:22]([CH3:31])=[N:23][C:24]4[C:29]([CH:30]=3)=[CH:28][CH:27]=[CH:26][CH:25]=4)=[CH:15][CH:16]=[N:17]2)=[CH:12][C:11]=1[O:32][CH3:33].C(=O)([O-])[O-].[K+].[K+].[NH:40]1[CH2:45][CH2:44][CH:43]([C:46]([NH2:48])=[O:47])[CH2:42][CH2:41]1. The catalyst is O. The product is [CH3:33][O:32][C:11]1[CH:12]=[C:13]2[C:18](=[CH:19][C:10]=1[O:9][CH2:8][CH2:7][N:40]1[CH2:45][CH2:44][CH:43]([C:46]([NH2:48])=[O:47])[CH2:42][CH2:41]1)[N:17]=[CH:16][CH:15]=[C:14]2[O:20][C:21]1[C:22]([CH3:31])=[N:23][C:24]2[C:29]([CH:30]=1)=[CH:28][CH:27]=[CH:26][CH:25]=2. The yield is 0.320. (7) The yield is 0.710. The reactants are [F:1][C:2]1[CH:3]=[C:4]([CH:7]=[C:8]([F:11])[C:9]=1[OH:10])[CH:5]=O.[N+:12]([CH3:15])([O-:14])=[O:13].C([O-])(=O)C.[NH4+]. The catalyst is C(O)(=O)C. The product is [F:1][C:2]1[CH:3]=[C:4]([CH:5]=[CH:15][N+:12]([O-:14])=[O:13])[CH:7]=[C:8]([F:11])[C:9]=1[OH:10]. (8) The reactants are [CH3:1][NH:2][C@H:3]1[CH2:8][CH2:7][C@H:6]([CH2:9][CH2:10][CH2:11][CH2:12][CH2:13][O:14][S:15]([CH3:18])(=[O:17])=[O:16])[CH2:5][CH2:4]1.FC(F)(F)C(O)=O.Cl[C:27]([O:29][C:30]1[CH:35]=[CH:34][C:33]([Cl:36])=[CH:32][CH:31]=1)=[O:28].CCN(C(C)C)C(C)C. The catalyst is O1CCOCC1. The product is [Cl:36][C:33]1[CH:34]=[CH:35][C:30]([O:29][C:27]([N:2]([CH3:1])[C@H:3]2[CH2:8][CH2:7][C@H:6]([CH2:9][CH2:10][CH2:11][CH2:12][CH2:13][O:14][S:15]([CH3:18])(=[O:17])=[O:16])[CH2:5][CH2:4]2)=[O:28])=[CH:31][CH:32]=1. The yield is 0.730. (9) The reactants are C[O:2][C:3]1[CH:4]=[C:5]2[C:10](=[C:11]3[CH2:15][C:14]([CH3:17])([CH3:16])[O:13][C:12]=13)[C:9]([C:18]1[CH:19]=[C:20]([CH:24]=[CH:25][CH:26]=1)[C:21]([OH:23])=[O:22])=[N:8][C:7]([CH3:28])([CH3:27])[CH2:6]2.[BrH:29]. No catalyst specified. The product is [BrH:29].[OH:2][C:3]1[CH:4]=[C:5]2[C:10](=[C:11]3[CH2:15][C:14]([CH3:17])([CH3:16])[O:13][C:12]=13)[C:9]([C:18]1[CH:19]=[C:20]([CH:24]=[CH:25][CH:26]=1)[C:21]([OH:23])=[O:22])=[N:8][C:7]([CH3:28])([CH3:27])[CH2:6]2. The yield is 0.690.